Dataset: Catalyst prediction with 721,799 reactions and 888 catalyst types from USPTO. Task: Predict which catalyst facilitates the given reaction. (1) Reactant: [Cl:1][C:2]1[CH:3]=[C:4]([NH:8][C:9]2[CH:10]=[CH:11][C:12]3[N:13]([C:15]([CH2:18][C:19]([O-:21])=O)=[N:16][N:17]=3)[N:14]=2)[CH:5]=[CH:6][CH:7]=1.[Li+].CCN=C=NCCCN(C)C.[CH:34]1[CH:35]=C[C:37]2[N:42](O)N=[N:40][C:38]=2[CH:39]=1.CCN(CC)CC.NC1C=NC=CC=1. Product: [Cl:1][C:2]1[CH:3]=[C:4]([NH:8][C:9]2[CH:10]=[CH:11][C:12]3[N:13]([C:15]([CH2:18][C:19]([NH:40][C:38]4[CH:37]=[N:42][CH:35]=[CH:34][CH:39]=4)=[O:21])=[N:16][N:17]=3)[N:14]=2)[CH:5]=[CH:6][CH:7]=1. The catalyst class is: 39. (2) Reactant: [CH3:1][N:2]1[CH2:15][CH2:14][C:13]2[C:12]3[CH:11]=[C:10]([CH3:16])[CH:9]=[CH:8][C:7]=3[N:6]([CH2:17][CH:18]([C:20]3[CH:25]=[CH:24][C:23]([F:26])=[CH:22][CH:21]=3)O)[C:5]=2[CH2:4][CH2:3]1.C(N(CC)CC)C.CS(Cl)(=O)=O.[OH-].[K+]. Product: [F:26][C:23]1[CH:22]=[CH:21][C:20]([CH:18]=[CH:17][N:6]2[C:7]3[CH:8]=[CH:9][C:10]([CH3:16])=[CH:11][C:12]=3[C:13]3[CH2:14][CH2:15][N:2]([CH3:1])[CH2:3][CH2:4][C:5]2=3)=[CH:25][CH:24]=1. The catalyst class is: 61. (3) Reactant: C[Si](C)(C)[O-].[K+].C[O:8][C:9](=[O:41])[C@@H:10]([NH:16][C:17]([C:19]1[CH:27]=[C:26]2[C:22]([CH:23]=[N:24][N:25]2[CH2:28][CH:29]([CH3:31])[CH3:30])=[CH:21][C:20]=1[O:32][C:33]1[CH:38]=[CH:37][C:36]([F:39])=[CH:35][C:34]=1[F:40])=[O:18])[CH2:11][CH2:12][N:13]([CH3:15])[CH3:14].Cl. Product: [F:40][C:34]1[CH:35]=[C:36]([F:39])[CH:37]=[CH:38][C:33]=1[O:32][C:20]1[CH:21]=[C:22]2[C:26](=[CH:27][C:19]=1[C:17]([NH:16][C@@H:10]([CH2:11][CH2:12][N:13]([CH3:14])[CH3:15])[C:9]([OH:41])=[O:8])=[O:18])[N:25]([CH2:28][CH:29]([CH3:31])[CH3:30])[N:24]=[CH:23]2. The catalyst class is: 1.